This data is from Full USPTO retrosynthesis dataset with 1.9M reactions from patents (1976-2016). The task is: Predict the reactants needed to synthesize the given product. (1) Given the product [Br:1][C:2]1[CH:3]=[C:4]2[C:9](=[CH:10][CH:11]=1)[C:8](=[O:12])[NH:7][C:6](=[O:13])/[C:5]/2=[CH:14]/[O:40][CH3:36], predict the reactants needed to synthesize it. The reactants are: [Br:1][C:2]1[CH:3]=[C:4]2[C:9](=[CH:10][CH:11]=1)[C:8](=[O:12])[NH:7][C:6](=[O:13])/[C:5]/2=[CH:14]\NC1C=CC(CN2CCOCC2)=CC=1.BrC1C=C2C(=CC=1)[C:36](=[O:40])NC(=O)C2=CNC1C=CC(N2CC(C)NC(C)C2)=CC=1. (2) Given the product [Cl:26][C:8]1[C:9]([N:11]2[CH2:16][CH2:15][CH2:14][C@@H:13]([N:17]([CH3:25])[C:18](=[O:24])[O:19][C:20]([CH3:21])([CH3:22])[CH3:23])[CH2:12]2)=[C:10]2[C:2]([NH:1][C:27](=[O:30])[CH2:28][CH3:29])=[CH:3][NH:4][C:5]2=[N:6][CH:7]=1, predict the reactants needed to synthesize it. The reactants are: [NH2:1][C:2]1[C:10]2[C:5](=[N:6][CH:7]=[C:8]([Cl:26])[C:9]=2[N:11]2[CH2:16][CH2:15][CH2:14][C@@H:13]([N:17]([CH3:25])[C:18](=[O:24])[O:19][C:20]([CH3:23])([CH3:22])[CH3:21])[CH2:12]2)[NH:4][CH:3]=1.[C:27](Cl)(=[O:30])[CH2:28][CH3:29].[Li+].[OH-].O. (3) Given the product [F:35][C:26]1[CH:25]=[C:24]([C@:14]2([NH:13][C:12]([C:10]3[CH:11]=[C:2]([C:37]4[CH:42]=[CH:41][CH:40]=[CH:39][CH:38]=4)[C:3]([C:4]([O:6][CH3:7])=[O:5])=[CH:8][CH:9]=3)=[O:36])[C:19]3=[N:20][CH:21]=[CH:22][CH:23]=[C:18]3[O:17][CH2:16][CH2:15]2)[CH:29]=[CH:28][C:27]=1[O:30][C:31]([F:33])([F:34])[F:32], predict the reactants needed to synthesize it. The reactants are: Br[C:2]1[CH:11]=[C:10]([C:12](=[O:36])[NH:13][C@@:14]2([C:24]3[CH:29]=[CH:28][C:27]([O:30][C:31]([F:34])([F:33])[F:32])=[C:26]([F:35])[CH:25]=3)[C:19]3=[N:20][CH:21]=[CH:22][CH:23]=[C:18]3[O:17][CH2:16][CH2:15]2)[CH:9]=[CH:8][C:3]=1[C:4]([O:6][CH3:7])=[O:5].[C:37]1(B(O)O)[CH:42]=[CH:41][CH:40]=[CH:39][CH:38]=1.C([O-])([O-])=O.[Na+].[Na+]. (4) Given the product [CH2:1]([O:8][C:9]1[CH:14]=[C:13]([O:15][C:16]2[CH:17]=[CH:18][CH:19]=[CH:20][CH:21]=2)[CH:12]=[CH:11][C:10]=1[NH2:22])[C:2]1[CH:3]=[CH:4][CH:5]=[CH:6][CH:7]=1, predict the reactants needed to synthesize it. The reactants are: [CH2:1]([O:8][C:9]1[CH:14]=[C:13]([O:15][C:16]2[CH:21]=[CH:20][CH:19]=[CH:18][CH:17]=2)[CH:12]=[CH:11][C:10]=1[N+:22]([O-])=O)[C:2]1[CH:7]=[CH:6][CH:5]=[CH:4][CH:3]=1.[In].Cl. (5) Given the product [OH:8][C:9]1[CH:14]=[C:13]([OH:15])[CH:12]=[CH:11][C:10]=1[CH:23]1[CH2:24][CH2:25][C:26](=[N:29][NH:30][S:31]([C:34]2[CH:35]=[CH:36][C:37]([CH3:40])=[CH:38][CH:39]=2)(=[O:33])=[O:32])[CH2:27][CH2:28]1, predict the reactants needed to synthesize it. The reactants are: [Si]([O:8][C:9]1[CH:14]=[C:13]([O:15][Si](C(C)(C)C)(C)C)[CH:12]=[CH:11][C:10]=1[CH:23]1[CH2:28][CH2:27][C:26](=[N:29][NH:30][S:31]([C:34]2[CH:39]=[CH:38][C:37]([CH3:40])=[CH:36][CH:35]=2)(=[O:33])=[O:32])[CH2:25][CH2:24]1)(C(C)(C)C)(C)C.O.[F-].C([N+](CCCC)(CCCC)CCCC)CCC.C(=O)([O-])O.[Na+].